Dataset: Catalyst prediction with 721,799 reactions and 888 catalyst types from USPTO. Task: Predict which catalyst facilitates the given reaction. The catalyst class is: 5. Product: [F:4][C:5]1[C:10]([F:11])=[CH:9][CH:8]=[CH:7][C:6]=1[C@H:12]1[CH2:18][NH:17][C:16](=[N:2][NH2:3])[C@H:15]([NH:20][C:21](=[O:27])[O:22][C:23]([CH3:26])([CH3:25])[CH3:24])[CH2:14][CH2:13]1. Reactant: O.[NH2:2][NH2:3].[F:4][C:5]1[C:10]([F:11])=[CH:9][CH:8]=[CH:7][C:6]=1[C@H:12]1[CH2:18][NH:17][C:16](=S)[C@H:15]([NH:20][C:21](=[O:27])[O:22][C:23]([CH3:26])([CH3:25])[CH3:24])[CH2:14][CH2:13]1.